From a dataset of Reaction yield outcomes from USPTO patents with 853,638 reactions. Predict the reaction yield, written as a fraction of the theoretical maximum amount of product (1.0 means a 100% yield; for example, 0.34 means a 34% yield). The reactants are Br[C:2]1[CH:7]=[CH:6][N:5]=[C:4]([C:8]([NH:10][C:11]2[CH:16]=[CH:15][CH:14]=[C:13]([C:17]3[N:21]([CH:22]4[CH2:24][CH2:23]4)[CH:20]=[N:19][N:18]=3)[CH:12]=2)=[O:9])[CH:3]=1.[N:25]1[CH:30]=[CH:29][CH:28]=[C:27](B(O)O)[CH:26]=1.C(=O)([O-])[O-].[K+].[K+]. The catalyst is C1(C)C=CC=CC=1. The product is [CH:22]1([N:21]2[CH:20]=[N:19][N:18]=[C:17]2[C:13]2[CH:12]=[C:11]([NH:10][C:8]([C:4]3[CH:3]=[C:2]([C:27]4[CH:26]=[N:25][CH:30]=[CH:29][CH:28]=4)[CH:7]=[CH:6][N:5]=3)=[O:9])[CH:16]=[CH:15][CH:14]=2)[CH2:24][CH2:23]1. The yield is 0.480.